From a dataset of Catalyst prediction with 721,799 reactions and 888 catalyst types from USPTO. Predict which catalyst facilitates the given reaction. (1) Reactant: [CH:1]1([N:7]([CH3:26])[C:8]2[CH:13]=[CH:12][C:11]([C:14]3[CH:19]=[CH:18][CH:17]=[CH:16][C:15]=3[C:20]3[NH:24][N:23]=[N:22][N:21]=3)=[CH:10][C:9]=2[NH2:25])[CH2:6][CH2:5][CH2:4][CH2:3][CH2:2]1.[N:27]([C:30]1[CH:35]=[CH:34][C:33]([C:36]([F:39])([F:38])[F:37])=[CH:32][CH:31]=1)=[C:28]=[O:29]. Product: [CH:1]1([N:7]([CH3:26])[C:8]2[CH:13]=[CH:12][C:11]([C:14]3[CH:19]=[CH:18][CH:17]=[CH:16][C:15]=3[C:20]3[NH:24][N:23]=[N:22][N:21]=3)=[CH:10][C:9]=2[NH:25][C:28]([NH:27][C:30]2[CH:31]=[CH:32][C:33]([C:36]([F:37])([F:38])[F:39])=[CH:34][CH:35]=2)=[O:29])[CH2:2][CH2:3][CH2:4][CH2:5][CH2:6]1. The catalyst class is: 1. (2) Reactant: CC(OI1(OC(C)=O)(OC(C)=O)OC(=O)C2C=CC=CC1=2)=O.[C:23]([O:27][C:28]([N:30]1[CH2:34][CH2:33][CH2:32][C:31]1([CH2:36][OH:37])[CH3:35])=[O:29])([CH3:26])([CH3:25])[CH3:24]. Product: [C:23]([O:27][C:28]([N:30]1[CH2:34][CH2:33][CH2:32][C:31]1([CH:36]=[O:37])[CH3:35])=[O:29])([CH3:26])([CH3:25])[CH3:24]. The catalyst class is: 2. (3) Product: [NH2:18][CH:13]1[CH2:14][CH2:15][CH2:16][CH:17]2[CH:12]1[NH:11][C:10](=[O:26])[C:9](=[O:27])[N:8]2[CH2:1][C:2]1[CH:7]=[CH:6][CH:5]=[CH:4][CH:3]=1. The catalyst class is: 19. Reactant: [CH2:1]([N:8]1[CH:17]2[CH:12]([CH:13]([NH:18]CC3C=CC=CC=3)[CH2:14][CH2:15][CH2:16]2)[NH:11][C:10](=[O:26])[C:9]1=[O:27])[C:2]1[CH:7]=[CH:6][CH:5]=[CH:4][CH:3]=1. (4) Reactant: [C:1]([C:3]1[CH:8]=[CH:7][C:6]([NH:9][C@H:10]([CH2:14][C:15]2[S:16][CH:17]=[CH:18][CH:19]=2)[C:11]([NH2:13])=[O:12])=[CH:5][C:4]=1[NH:20][C:21]1[S:25][N:24]=[C:23]([CH3:26])[CH:22]=1)#[N:2].[OH-].[Na+].OO.CC(O)=[O:33]. Product: [NH2:13][C:11](=[O:12])[C@H:10]([NH:9][C:6]1[CH:7]=[CH:8][C:3]([C:1]([NH2:2])=[O:33])=[C:4]([NH:20][C:21]2[S:25][N:24]=[C:23]([CH3:26])[CH:22]=2)[CH:5]=1)[CH2:14][C:15]1[S:16][CH:17]=[CH:18][CH:19]=1. The catalyst class is: 593. (5) Reactant: [CH:1]([C:4]1[S:5][CH:6]=[C:7]([CH2:9]P(=O)(OCC)OCC)[N:8]=1)([CH3:3])[CH3:2].[H-].[Na+].[CH3:20][O:21][CH2:22][O:23][C:24]1[C:28]([CH:29]=O)=[CH:27][N:26]([C:31]2[CH:36]=[CH:35][CH:34]=[CH:33][CH:32]=2)[N:25]=1.O. Product: [CH:1]([C:4]1[S:5][CH:6]=[C:7](/[CH:9]=[CH:29]/[C:28]2[C:24]([O:23][CH2:22][O:21][CH3:20])=[N:25][N:26]([C:31]3[CH:36]=[CH:35][CH:34]=[CH:33][CH:32]=3)[CH:27]=2)[N:8]=1)([CH3:2])[CH3:3]. The catalyst class is: 7.